Dataset: Forward reaction prediction with 1.9M reactions from USPTO patents (1976-2016). Task: Predict the product of the given reaction. (1) Given the reactants Cl.[NH:2]1[CH2:7][CH2:6][CH2:5][C@@H:4]([NH:8][C:9]([C:11]2[C:15]3[N:16]=[CH:17][N:18]=[C:19]([C:20]4[CH:25]=[C:24]([O:26][CH3:27])[C:23]([F:28])=[CH:22][C:21]=4[O:29][CH2:30][CH:31]4[CH2:33][CH2:32]4)[C:14]=3[NH:13][CH:12]=2)=[O:10])[CH2:3]1.Cl[C:35]([CH2:37][O:38]C(=O)C)=[O:36], predict the reaction product. The product is: [OH:38][CH2:37][C:35]([N:2]1[CH2:7][CH2:6][CH2:5][C@@H:4]([NH:8][C:9]([C:11]2[C:15]3[N:16]=[CH:17][N:18]=[C:19]([C:20]4[CH:25]=[C:24]([O:26][CH3:27])[C:23]([F:28])=[CH:22][C:21]=4[O:29][CH2:30][CH:31]4[CH2:32][CH2:33]4)[C:14]=3[NH:13][CH:12]=2)=[O:10])[CH2:3]1)=[O:36]. (2) Given the reactants C(OC([N:8]1[CH2:12][CH2:11][C:10]([C:14]#[C:15][C:16]2[CH:21]=[CH:20][CH:19]=[C:18]([Cl:22])[CH:17]=2)([OH:13])[CH2:9]1)=O)(C)(C)C, predict the reaction product. The product is: [Cl:22][C:18]1[CH:17]=[C:16]([C:15]#[C:14][C:10]2([OH:13])[CH2:11][CH2:12][NH:8][CH2:9]2)[CH:21]=[CH:20][CH:19]=1. (3) Given the reactants [K].[CH3:2][O:3][CH2:4][C:5]([CH:7]1[CH2:11][CH2:10][N:9]([C:12]([O:14][CH2:15][C:16]2[CH:21]=[CH:20][CH:19]=[CH:18][CH:17]=2)=[O:13])[C:8]1=[O:22])=O.Cl.O.C1(C)C=CC(S(O)(=O)=O)=CC=1.[F:36][C:37]1[CH:43]=[CH:42][C:40]([NH2:41])=[CH:39][CH:38]=1.C(=O)(O)[O-].[Na+], predict the reaction product. The product is: [F:36][C:37]1[CH:43]=[CH:42][C:40]([NH:41][C:5](=[C:7]2[CH2:11][CH2:10][N:9]([C:12]([O:14][CH2:15][C:16]3[CH:21]=[CH:20][CH:19]=[CH:18][CH:17]=3)=[O:13])[C:8]2=[O:22])[CH2:4][O:3][CH3:2])=[CH:39][CH:38]=1. (4) Given the reactants [Cl:1][C:2]1[CH:3]=[C:4]([NH:16][C:17]2[C:26]3[C:21](=[CH:22][C:23]([O:28][CH3:29])=[C:24]([NH2:27])[CH:25]=3)[N:20]=[CH:19][N:18]=2)[CH:5]=[CH:6][C:7]=1[O:8][CH2:9][C:10]1[CH:15]=[CH:14][CH:13]=[CH:12][N:11]=1.[Br:30][CH2:31]/[CH:32]=[CH:33]/[C:34](Cl)=[O:35].O, predict the reaction product. The product is: [Br:30][CH2:31]/[CH:32]=[CH:33]/[C:34]([NH:27][C:24]1[CH:25]=[C:26]2[C:21](=[CH:22][C:23]=1[O:28][CH3:29])[N:20]=[CH:19][N:18]=[C:17]2[NH:16][C:4]1[CH:5]=[CH:6][C:7]([O:8][CH2:9][C:10]2[CH:15]=[CH:14][CH:13]=[CH:12][N:11]=2)=[C:2]([Cl:1])[CH:3]=1)=[O:35]. (5) Given the reactants [Cl:1][C:2]1[CH:10]=[CH:9][C:8]([S:11]([CH3:14])(=[O:13])=[O:12])=[CH:7][C:3]=1[C:4]([OH:6])=O.Cl.[Cl:16][C:17]1[CH:18]=[C:19]([N:26]2[CH2:31][CH2:30][NH:29][CH2:28][CH2:27]2)[CH:20]=[C:21]([Cl:25])[C:22]=1[O:23][CH3:24], predict the reaction product. The product is: [Cl:1][C:2]1[CH:10]=[CH:9][C:8]([S:11]([CH3:14])(=[O:13])=[O:12])=[CH:7][C:3]=1[C:4]([N:29]1[CH2:28][CH2:27][N:26]([C:19]2[CH:20]=[C:21]([Cl:25])[C:22]([O:23][CH3:24])=[C:17]([Cl:16])[CH:18]=2)[CH2:31][CH2:30]1)=[O:6]. (6) Given the reactants [C:1]([O:5][C:6]([CH:8]([CH2:18][CH2:19][O:20][CH3:21])[CH2:9][C:10]1([C:15]([OH:17])=[O:16])[CH2:14][CH2:13][CH2:12][CH2:11]1)=[O:7])([CH3:4])([CH3:3])[CH3:2].[CH3:22][C@H:23]([NH:32][CH3:33])[C@@H:24]([OH:31])[C:25]1[CH:30]=[CH:29][CH:28]=[CH:27][CH:26]=1, predict the reaction product. The product is: [C:1]([O:5][C:6]([C@H:8]([CH2:18][CH2:19][O:20][CH3:21])[CH2:9][C:10]1([C:15]([O-:17])=[O:16])[CH2:14][CH2:13][CH2:12][CH2:11]1)=[O:7])([CH3:3])([CH3:2])[CH3:4].[OH:31][C@@H:24]([C:25]1[CH:30]=[CH:29][CH:28]=[CH:27][CH:26]=1)[C@@H:23]([NH2+:32][CH3:33])[CH3:22].